Dataset: NCI-60 drug combinations with 297,098 pairs across 59 cell lines. Task: Regression. Given two drug SMILES strings and cell line genomic features, predict the synergy score measuring deviation from expected non-interaction effect. (1) Drug 1: CC12CCC(CC1=CCC3C2CCC4(C3CC=C4C5=CN=CC=C5)C)O. Drug 2: C1=C(C(=O)NC(=O)N1)F. Cell line: HS 578T. Synergy scores: CSS=43.7, Synergy_ZIP=4.32, Synergy_Bliss=6.58, Synergy_Loewe=4.23, Synergy_HSA=5.56. (2) Drug 1: CC1CCC2CC(C(=CC=CC=CC(CC(C(=O)C(C(C(=CC(C(=O)CC(OC(=O)C3CCCCN3C(=O)C(=O)C1(O2)O)C(C)CC4CCC(C(C4)OC)OCCO)C)C)O)OC)C)C)C)OC. Drug 2: C1=NNC2=C1C(=O)NC=N2. Cell line: NCI-H460. Synergy scores: CSS=11.7, Synergy_ZIP=-7.81, Synergy_Bliss=-8.19, Synergy_Loewe=-14.2, Synergy_HSA=-5.76. (3) Drug 2: CS(=O)(=O)C1=CC(=C(C=C1)C(=O)NC2=CC(=C(C=C2)Cl)C3=CC=CC=N3)Cl. Synergy scores: CSS=0.542, Synergy_ZIP=3.02, Synergy_Bliss=4.52, Synergy_Loewe=3.03, Synergy_HSA=3.26. Cell line: OVCAR-8. Drug 1: CNC(=O)C1=CC=CC=C1SC2=CC3=C(C=C2)C(=NN3)C=CC4=CC=CC=N4.